This data is from Full USPTO retrosynthesis dataset with 1.9M reactions from patents (1976-2016). The task is: Predict the reactants needed to synthesize the given product. (1) The reactants are: [OH-].[Li+].C[O:4][C:5]([CH:7]1[CH2:12][CH2:11][CH:10]([C:13]2[NH:17][C:16](=[O:18])[O:15][N:14]=2)[CH2:9][CH2:8]1)=[O:6]. Given the product [O:18]=[C:16]1[O:15][N:14]=[C:13]([CH:10]2[CH2:9][CH2:8][CH:7]([C:5]([OH:6])=[O:4])[CH2:12][CH2:11]2)[NH:17]1, predict the reactants needed to synthesize it. (2) Given the product [CH3:1][CH:2]([N:4]1[C:8]2[N:9]=[C:10]([C:18]3[CH:19]=[CH:20][CH:21]=[CH:22][C:23]=3[N+:35]([O-:37])=[O:36])[CH:11]=[C:12]([C:13]([O:15][CH2:16][CH3:17])=[O:14])[C:7]=2[CH:6]=[N:5]1)[CH3:3], predict the reactants needed to synthesize it. The reactants are: [CH3:1][CH:2]([N:4]1[C:8]2[N:9]=[C:10]([C:18]3[CH:23]=[CH:22][CH:21]=[CH:20][CH:19]=3)[CH:11]=[C:12]([C:13]([O:15][CH2:16][CH3:17])=[O:14])[C:7]=2[CH:6]=[N:5]1)[CH3:3].S(=O)(=O)(O)O.C([O-])([O-])=O.[Na+].[Na+].[N+:35]([O-])([OH:37])=[O:36]. (3) Given the product [Cl:1][C:2]1[CH:20]=[C:19]([N:21]([CH3:33])[CH3:22])[CH:18]=[CH:17][C:3]=1[CH2:4][CH:5]1[CH2:9][CH2:8][N:7]([CH:10]2[CH2:11][CH2:12][CH2:13][CH2:14][CH2:15]2)[C:6]1=[O:16], predict the reactants needed to synthesize it. The reactants are: [Cl:1][C:2]1[CH:20]=[C:19]([NH:21][CH3:22])[CH:18]=[CH:17][C:3]=1[CH2:4][CH:5]1[CH2:9][CH2:8][N:7]([CH:10]2[CH2:15][CH2:14][CH2:13][CH2:12][CH2:11]2)[C:6]1=[O:16].S(=O)(=O)(O)O.[BH4-].[Na+].[OH-].[Na+].O1CCC[CH2:33]1. (4) Given the product [OH:9][C:8]1[CH:7]=[CH:6][CH:5]=[C:4]2[C:3]=1[O:14][C:13]([C:15]1[CH:20]=[CH:19][C:18]([OH:21])=[CH:17][CH:16]=1)=[CH:12][C:11]2=[O:23], predict the reactants needed to synthesize it. The reactants are: CO[C:3]1[C:8]([O:9]C)=[CH:7][CH:6]=[CH:5][C:4]=1[C:11](=[O:23])[CH2:12][C:13]([C:15]1[CH:20]=[CH:19][C:18]([O:21]C)=[CH:17][CH:16]=1)=[O:14]. (5) Given the product [F:39][C:36]1[CH:35]=[CH:34][C:33]([C:32]([N:24]([CH:21]2[CH2:20][CH2:19][N:18]([C@@H:66]3[CH2:67][CH2:68][CH2:69][CH2:70][C@H:65]3[OH:71])[CH2:23][CH2:22]2)[C:25]2[CH:26]=[CH:27][C:28]([CH3:31])=[CH:29][CH:30]=2)=[O:40])=[CH:38][CH:37]=1, predict the reactants needed to synthesize it. The reactants are: FC1C=CC(C(Cl)=O)=CC=1.C(OC([N:18]1[CH2:23][CH2:22][CH:21]([N:24]([C:32](=[O:40])[C:33]2[CH:38]=[CH:37][C:36]([F:39])=[CH:35][CH:34]=2)[C:25]2[CH:30]=[CH:29][C:28]([CH3:31])=[CH:27][CH:26]=2)[CH2:20][CH2:19]1)=O)(C)(C)C.ClC1C=CC(N(C2CCNCC2)C(=O)C2C=CC=C(OC)C=2)=CC=1.[CH:65]12[O:71][CH:66]1[CH2:67][CH2:68][CH2:69][CH2:70]2. (6) Given the product [ClH:34].[N:17]1([C:15]2[N:14]=[C:13]3[CH2:30][CH2:31][CH2:32][C:12]3=[C:11]([NH:10][C:7]3[CH:8]=[CH:9][C:4]([CH2:3][C:2]([NH2:1])=[O:33])=[CH:5][CH:6]=3)[CH:16]=2)[CH2:22][CH2:21][NH:20][CH2:19][CH2:18]1, predict the reactants needed to synthesize it. The reactants are: [NH2:1][C:2](=[O:33])[CH2:3][C:4]1[CH:9]=[CH:8][C:7]([NH:10][C:11]2[CH:16]=[C:15]([N:17]3[CH2:22][CH2:21][N:20](C(OC(C)(C)C)=O)[CH2:19][CH2:18]3)[N:14]=[C:13]3[CH2:30][CH2:31][CH2:32][C:12]=23)=[CH:6][CH:5]=1.[ClH:34]. (7) Given the product [C:1]([C:5]1[CH:6]=[CH:7][C:8]([N:11]2[CH2:15][CH2:14][C:13]3([CH2:16][CH2:17][CH:18]([CH:21]=[O:22])[CH2:19][CH2:20]3)[C:12]2=[O:24])=[CH:9][CH:10]=1)([CH3:4])([CH3:2])[CH3:3], predict the reactants needed to synthesize it. The reactants are: [C:1]([C:5]1[CH:10]=[CH:9][C:8]([N:11]2[CH2:15][CH2:14][C:13]3([CH2:20][CH2:19][C:18](=[CH:21][O:22]C)[CH2:17][CH2:16]3)[C:12]2=[O:24])=[CH:7][CH:6]=1)([CH3:4])([CH3:3])[CH3:2].Cl.